This data is from HIV replication inhibition screening data with 41,000+ compounds from the AIDS Antiviral Screen. The task is: Binary Classification. Given a drug SMILES string, predict its activity (active/inactive) in a high-throughput screening assay against a specified biological target. (1) The molecule is Cc1ccc(-c2cc[n+]3c(n2)oc2ccccc23)cc1.[I-]. The result is 0 (inactive). (2) The drug is N#CCCN(CCCCN(CCC#N)C(=O)Nc1ccccc1)C(=O)Nc1ccccc1. The result is 0 (inactive). (3) The compound is COc1ccccc1C1(c2c(OC)c(=O)c2=O)SCCCS1. The result is 0 (inactive). (4) The compound is Cc1nc2c(nc1C)C(=O)C(Cl)=C(N)C2=O. The result is 0 (inactive).